This data is from Full USPTO retrosynthesis dataset with 1.9M reactions from patents (1976-2016). The task is: Predict the reactants needed to synthesize the given product. (1) Given the product [C:1]([O:5][C:6](=[O:21])[N:7]([CH2:8][C:9]1[CH:14]=[CH:13][CH:12]=[CH:11][C:10]=1[NH2:15])[CH:18]([CH3:20])[CH3:19])([CH3:3])([CH3:4])[CH3:2], predict the reactants needed to synthesize it. The reactants are: [C:1]([O:5][C:6](=[O:21])[N:7]([CH:18]([CH3:20])[CH3:19])[CH2:8][C:9]1[CH:14]=[CH:13][CH:12]=[CH:11][C:10]=1[N+:15]([O-])=O)([CH3:4])([CH3:3])[CH3:2].C(O)(=O)C. (2) Given the product [Cl:20][C:17]1[CH:18]=[CH:19][C:14]([C:11]2[C:10]3[CH:21]=[CH:22][C:7]([O:6][CH2:5][CH2:4][CH2:3][CH2:2][N:26]4[CH2:27][CH2:28][C@@H:24]([OH:23])[CH2:25]4)=[CH:8][C:9]=3[S:13][N:12]=2)=[CH:15][CH:16]=1, predict the reactants needed to synthesize it. The reactants are: Br[CH2:2][CH2:3][CH2:4][CH2:5][O:6][C:7]1[CH:22]=[CH:21][C:10]2[C:11]([C:14]3[CH:19]=[CH:18][C:17]([Cl:20])=[CH:16][CH:15]=3)=[N:12][S:13][C:9]=2[CH:8]=1.[OH:23][C@@H:24]1[CH2:28][CH2:27][NH:26][CH2:25]1. (3) Given the product [CH2:23]1[N:28]([C:36]([O:37][C:2]([CH3:7])([CH3:3])[CH3:1])=[O:39])[C@H:27]([C:29]([O:31][CH3:32])=[O:30])[CH2:26][N:25]2[CH2:33][CH2:34][CH2:35][C@H:24]12, predict the reactants needed to synthesize it. The reactants are: [CH2:1](N1[C@H](C(OC)=O)CN2CCC[C@@H]2C1)[C:2]1[CH:7]=CC=C[CH:3]=1.Cl.Cl.[CH2:23]1[NH:28][C@H:27]([C:29]([O:31][CH3:32])=[O:30])[CH2:26][N:25]2[CH2:33][CH2:34][CH2:35][C@H:24]12.[C:36](=[O:39])([O-])[OH:37].[Na+]. (4) Given the product [C:1]1([C:22]2[CH:27]=[CH:26][CH:25]=[CH:24][CH:23]=2)[CH:2]=[CH:3][C:4](/[CH:7]=[CH:8]/[C:9]2[N:10]([CH2:29][CH2:30][CH2:31][CH3:32])[CH:11]=[C:12]([C:14]3[CH:19]=[CH:18][C:17]([Cl:20])=[CH:16][C:15]=3[Cl:21])[N:13]=2)=[CH:5][CH:6]=1, predict the reactants needed to synthesize it. The reactants are: [C:1]1([C:22]2[CH:27]=[CH:26][CH:25]=[CH:24][CH:23]=2)[CH:6]=[CH:5][C:4](/[CH:7]=[CH:8]/[C:9]2[NH:10][CH:11]=[C:12]([C:14]3[CH:19]=[CH:18][C:17]([Cl:20])=[CH:16][C:15]=3[Cl:21])[N:13]=2)=[CH:3][CH:2]=1.Br[CH2:29][CH2:30][CH2:31][CH3:32]. (5) Given the product [F:14][C:3]1[C:2]([CH2:17][CH:16]=[CH2:15])=[C:11]2[C:6]([CH:7]=[CH:8][C:9]([O:12][CH3:13])=[N:10]2)=[N:5][CH:4]=1, predict the reactants needed to synthesize it. The reactants are: Br[C:2]1[C:3]([F:14])=[CH:4][N:5]=[C:6]2[C:11]=1[N:10]=[C:9]([O:12][CH3:13])[CH:8]=[CH:7]2.[CH2:15]([Sn](CCCC)(CCCC)CCCC)[CH:16]=[CH2:17].